This data is from Peptide-MHC class I binding affinity with 185,985 pairs from IEDB/IMGT. The task is: Regression. Given a peptide amino acid sequence and an MHC pseudo amino acid sequence, predict their binding affinity value. This is MHC class I binding data. The peptide sequence is VRRHRILDTYL. The MHC is HLA-B27:05 with pseudo-sequence HLA-B27:05. The binding affinity (normalized) is 0.431.